Dataset: Catalyst prediction with 721,799 reactions and 888 catalyst types from USPTO. Task: Predict which catalyst facilitates the given reaction. (1) Reactant: [NH:1]1[CH2:6][CH2:5][NH:4][CH2:3][C:2]1=[O:7].CN(C=O)C.C(N(CC)CC)C.[Cl:20][C:21]1[CH:28]=[C:27](F)[CH:26]=[CH:25][C:22]=1[C:23]#[N:24]. Product: [Cl:20][C:21]1[CH:28]=[C:27]([N:4]2[CH2:5][CH2:6][NH:1][C:2](=[O:7])[CH2:3]2)[CH:26]=[CH:25][C:22]=1[C:23]#[N:24]. The catalyst class is: 6. (2) The catalyst class is: 28. Reactant: C(C[CH2:5][CH2:6][CH2:7][CH2:8][CH2:9][CH2:10][C:11]1[CH2:13][CH:12]=1)(O)=O.[CH2:14](N(CC)CC)C.[CH3:21][O:22][C:23](Cl)=[O:24]. Product: [CH2:21]([O:22][C:23](=[O:24])[CH2:5][CH2:6][CH2:7][CH2:8][CH2:9][CH2:10][C:11]1[CH2:13][CH:12]=1)[CH3:14]. (3) Reactant: [N:1]1[CH:2]=[C:3]([C:10]2[CH:11]=[C:12]([C:16]([OH:18])=O)[S:13][C:14]=2[CH3:15])[N:4]2[C:9]=1[CH:8]=[CH:7][CH:6]=[N:5]2.F[P-](F)(F)(F)(F)F.N1(O[P+](N(C)C)(N(C)C)N(C)C)C2C=CC=CC=2N=N1.C(OC(=O)[NH:52][C@@H:53]1[CH2:58][CH2:57][CH2:56][C:55]([F:60])([F:59])[C@@H:54]1[NH2:61])(C)(C)C.C(N(C(C)C)CC)(C)C.FC(F)(F)C(O)=O. Product: [NH2:52][C@H:53]1[C@@H:54]([NH:61][C:16]([C:12]2[S:13][C:14]([CH3:15])=[C:10]([C:3]3[N:4]4[N:5]=[CH:6][CH:7]=[CH:8][C:9]4=[N:1][CH:2]=3)[CH:11]=2)=[O:18])[C:55]([F:60])([F:59])[CH2:56][CH2:57][CH2:58]1. The catalyst class is: 229.